This data is from Forward reaction prediction with 1.9M reactions from USPTO patents (1976-2016). The task is: Predict the product of the given reaction. (1) Given the reactants [CH3:1][S:2]([C:5]1[CH:6]=[C:7]2[C:12](=[CH:13][CH:14]=1)[NH:11][CH:10]([C:15]1[CH:20]=[CH:19][CH:18]=[C:17]([N+:21]([O-:23])=[O:22])[CH:16]=1)[C:9]([CH3:25])([CH3:24])[CH:8]2O)(=[O:4])=[O:3].C([SiH](CC)CC)C, predict the reaction product. The product is: [CH3:1][S:2]([C:5]1[CH:6]=[C:7]2[C:12](=[CH:13][CH:14]=1)[NH:11][CH:10]([C:15]1[CH:20]=[CH:19][CH:18]=[C:17]([N+:21]([O-:23])=[O:22])[CH:16]=1)[C:9]([CH3:25])([CH3:24])[CH2:8]2)(=[O:3])=[O:4]. (2) Given the reactants [C:1]1(=[O:15])[C:10]2[C:5](=[CH:6][CH:7]=[C:8]3[CH:14]=[CH:13][CH:12]=[CH:11][C:9]3=2)[CH2:4][CH2:3][NH:2]1.I[C:17]1[CH:18]=[N:19][CH:20]=[CH:21][C:22]=1[CH3:23].P([O-])([O-])([O-])=O.[K+].[K+].[K+], predict the reaction product. The product is: [CH3:23][C:22]1[CH:21]=[CH:20][N:19]=[CH:18][C:17]=1[N:2]1[CH2:3][CH2:4][C:5]2[C:10](=[C:9]3[CH:11]=[CH:12][CH:13]=[CH:14][C:8]3=[CH:7][CH:6]=2)[C:1]1=[O:15].